Dataset: Forward reaction prediction with 1.9M reactions from USPTO patents (1976-2016). Task: Predict the product of the given reaction. The product is: [Cl:8][C:5]1[CH:4]=[N:3][C:2]([NH:9][CH2:10][C@H:11]2[C@@H:16]([O:17][CH3:18])[CH2:15][CH2:14][CH2:13][N:12]2[C:19]([C:21]2[N:22]=[C:23]([CH3:33])[S:24][C:25]=2[C:26]2[CH:27]=[CH:28][C:29]([F:32])=[CH:30][CH:31]=2)=[O:20])=[N:7][CH:6]=1. Given the reactants Cl[C:2]1[N:7]=[CH:6][C:5]([Cl:8])=[CH:4][N:3]=1.[NH2:9][CH2:10][C@H:11]1[C@@H:16]([O:17][CH3:18])[CH2:15][CH2:14][CH2:13][N:12]1[C:19]([C:21]1[N:22]=[C:23]([CH3:33])[S:24][C:25]=1[C:26]1[CH:31]=[CH:30][C:29]([F:32])=[CH:28][CH:27]=1)=[O:20], predict the reaction product.